This data is from Forward reaction prediction with 1.9M reactions from USPTO patents (1976-2016). The task is: Predict the product of the given reaction. (1) Given the reactants Br[C:2]1[CH:3]=[CH:4][C:5]2[C:6]3[N:15]([CH2:16][C@H:17]4[CH2:21][O:20][C:19]([CH3:23])([CH3:22])[O:18]4)[C:14]([CH2:24][O:25][CH2:26][CH3:27])=[N:13][C:7]=3[C:8]([NH2:12])=[N:9][C:10]=2[CH:11]=1.B1([C:34]2[CH:39]=[CH:38][CH:37]=[N:36][CH:35]=2)OCCCO1, predict the reaction product. The product is: [CH3:22][C:19]1([CH3:23])[O:18][C@@H:17]([CH2:16][N:15]2[C:6]3[C:5]4[CH:4]=[CH:3][C:2]([C:34]5[CH:35]=[N:36][CH:37]=[CH:38][CH:39]=5)=[CH:11][C:10]=4[N:9]=[C:8]([NH2:12])[C:7]=3[N:13]=[C:14]2[CH2:24][O:25][CH2:26][CH3:27])[CH2:21][O:20]1. (2) Given the reactants C1(P(C2CCCCC2)C2CCCCC2)CCCCC1.[F-].[Cs+].[N:22]1([CH2:28][CH2:29][O:30][C:31]2[CH:59]=[CH:58][C:34]([O:35][C:36]3[C:45](OS(C(F)(F)F)(=O)=O)=[CH:44][CH:43]=[C:42]4[C:37]=3[CH:38]=[CH:39][C:40]([O:54][C:55](=[O:57])[CH3:56])=[CH:41]4)=[CH:33][CH:32]=2)[CH2:27][CH2:26][CH2:25][CH2:24][CH2:23]1.B1(B2OCC(C)(C)CO2)OCC(C)(C)CO1.[CH3:76][S:77]([C:80]1[CH:85]=[CH:84][C:83](OS(C(F)(F)F)(=O)=O)=[CH:82][C:81]=1[O:94][CH3:95])(=[O:79])=[O:78], predict the reaction product. The product is: [CH3:76][S:77]([C:80]1[CH:85]=[CH:84][C:83]([C:45]2[C:36]([O:35][C:34]3[CH:58]=[CH:59][C:31]([O:30][CH2:29][CH2:28][N:22]4[CH2:23][CH2:24][CH2:25][CH2:26][CH2:27]4)=[CH:32][CH:33]=3)=[C:37]3[C:42](=[CH:43][CH:44]=2)[CH:41]=[C:40]([O:54][C:55](=[O:57])[CH3:56])[CH:39]=[CH:38]3)=[CH:82][C:81]=1[O:94][CH3:95])(=[O:79])=[O:78]. (3) Given the reactants [O:1]1[C:6]2=[CH:7][C:8]3[C:9](=[O:15])[C:10](=[O:14])[NH:11][C:12]=3[CH:13]=[C:5]2[O:4][CH2:3][CH2:2]1.[H-].[Na+].Br[CH:19]([C:26]1[CH:31]=[CH:30][CH:29]=[CH:28][CH:27]=1)[C:20]1[CH:25]=[CH:24][CH:23]=[CH:22][CH:21]=1, predict the reaction product. The product is: [C:20]1([CH:19]([C:26]2[CH:27]=[CH:28][CH:29]=[CH:30][CH:31]=2)[N:11]2[C:12]3[CH:13]=[C:5]4[O:4][CH2:3][CH2:2][O:1][C:6]4=[CH:7][C:8]=3[C:9](=[O:15])[C:10]2=[O:14])[CH:25]=[CH:24][CH:23]=[CH:22][CH:21]=1. (4) Given the reactants C1(C[O:8][C:9]2[CH:14]=[CH:13][CH:12]=[CH:11][C:10]=2[N:15]2[C:19](=[O:20])[N:18]([CH3:21])[N:17]=[N:16]2)C=CC=CC=1.C(O)C.[H][H], predict the reaction product. The product is: [OH:8][C:9]1[CH:14]=[CH:13][CH:12]=[CH:11][C:10]=1[N:15]1[C:19](=[O:20])[N:18]([CH3:21])[N:17]=[N:16]1. (5) Given the reactants [CH2:1]([N:3]([CH2:50][CH3:51])[C:4]1[CH:9]=[CH:8][C:7]([NH:10][C:11](=[O:30])[C:12]2[CH:29]=[CH:28][CH:27]=[C:14]([C:15]([N:17]([CH3:26])CCN3CCOCC3)=[O:16])[CH:13]=2)=[C:6]([C:31]2[CH:36]=[C:35]([C:37](=[O:49])[NH:38][C@@H:39]3[C:48]4[C:43](=[CH:44][CH:45]=[CH:46][CH:47]=4)[CH2:42][CH2:41][CH2:40]3)[CH:34]=[CH:33][N:32]=2)[CH:5]=1)[CH3:2].CN[CH2:54][CH2:55][OH:56], predict the reaction product. The product is: [CH2:1]([N:3]([CH2:50][CH3:51])[C:4]1[CH:9]=[CH:8][C:7]([NH:10][C:11](=[O:30])[C:12]2[CH:29]=[CH:28][CH:27]=[C:14]([C:15]([N:17]([CH2:54][CH2:55][OH:56])[CH3:26])=[O:16])[CH:13]=2)=[C:6]([C:31]2[CH:36]=[C:35]([C:37](=[O:49])[NH:38][C@@H:39]3[C:48]4[C:43](=[CH:44][CH:45]=[CH:46][CH:47]=4)[CH2:42][CH2:41][CH2:40]3)[CH:34]=[CH:33][N:32]=2)[CH:5]=1)[CH3:2].